This data is from Full USPTO retrosynthesis dataset with 1.9M reactions from patents (1976-2016). The task is: Predict the reactants needed to synthesize the given product. (1) The reactants are: C(OC([NH:8][CH2:9][CH:10]1[CH2:15][CH2:14][CH:13]([CH2:16][NH:17][C:18]2[C:23]([C:24]([OH:26])=[O:25])=[CH:22][N:21]=[C:20]([NH:27][CH2:28][C:29]3[CH:34]=[CH:33][CH:32]=[CH:31][C:30]=3[Cl:35])[N:19]=2)[CH2:12][CH2:11]1)=O)(C)(C)C.CCO.Cl.O1CCOCC1. Given the product [NH2:8][CH2:9][CH:10]1[CH2:11][CH2:12][CH:13]([CH2:16][NH:17][C:18]2[C:23]([C:24]([OH:26])=[O:25])=[CH:22][N:21]=[C:20]([NH:27][CH2:28][C:29]3[CH:34]=[CH:33][CH:32]=[CH:31][C:30]=3[Cl:35])[N:19]=2)[CH2:14][CH2:15]1, predict the reactants needed to synthesize it. (2) Given the product [NH:1]1[C:5]2=[N:6][CH:7]=[CH:8][CH:9]=[C:4]2[CH:3]=[C:2]1[CH:10]=[O:11], predict the reactants needed to synthesize it. The reactants are: [NH:1]1[C:5]2=[N:6][CH:7]=[CH:8][CH:9]=[C:4]2[CH:3]=[C:2]1[C:10](OCC)=[O:11].[H-].[H-].[H-].[H-].[Li+].[Al+3]. (3) Given the product [F:28][C:29]1[CH:36]=[CH:35][C:32]([CH2:33][NH:34][C:13]([C:10]2[S:11][CH:12]=[C:8]([C:5]3[CH:4]=[CH:3][C:2]([Cl:1])=[CH:7][CH:6]=3)[N:9]=2)=[O:15])=[CH:31][C:30]=1[C:37]([F:38])([F:39])[F:40], predict the reactants needed to synthesize it. The reactants are: [Cl:1][C:2]1[CH:7]=[CH:6][C:5]([C:8]2[N:9]=[C:10]([C:13]([OH:15])=O)[S:11][CH:12]=2)=[CH:4][CH:3]=1.C1N=CN(C(N2C=NC=C2)=O)C=1.[F:28][C:29]1[CH:36]=[CH:35][C:32]([CH2:33][NH2:34])=[CH:31][C:30]=1[C:37]([F:40])([F:39])[F:38]. (4) Given the product [F:27][C:24]1[CH:25]=[CH:26][C:21]([CH2:20][O:19][C:16]2[CH:15]=[CH:14][C:13]([C:9]3[C:8]([NH2:7])=[CH:12][O:11][N:10]=3)=[CH:18][CH:17]=2)=[CH:22][CH:23]=1, predict the reactants needed to synthesize it. The reactants are: C(OC(=O)[NH:7][C:8]1[C:9]([C:13]2[CH:18]=[CH:17][C:16]([O:19][CH2:20][C:21]3[CH:26]=[CH:25][C:24]([F:27])=[CH:23][CH:22]=3)=[CH:15][CH:14]=2)=[N:10][O:11][CH:12]=1)(C)(C)C.Cl.O1CCOCC1.C(OCC)C. (5) Given the product [CH2:34]([C:35]1[N:25]([C:22]2[CH:21]=[CH:20][C:19]([C:9]3[N:8]([C:5]4[CH:6]=[N:7][C:2]([CH3:1])=[CH:3][CH:4]=4)[CH:12]=[C:11]([C:13]4[S:14][CH:15]=[C:16]([CH3:18])[N:17]=4)[N:10]=3)=[CH:24][CH:23]=2)[C:26]2=[N:27][CH:28]=[CH:29][CH:30]=[C:31]2[N:32]=1)[CH3:33], predict the reactants needed to synthesize it. The reactants are: [CH3:1][C:2]1[N:7]=[CH:6][C:5]([N:8]2[CH:12]=[C:11]([C:13]3[S:14][CH:15]=[C:16]([CH3:18])[N:17]=3)[N:10]=[C:9]2[C:19]2[CH:24]=[CH:23][C:22]([NH:25][C:26]3[C:31]([NH2:32])=[CH:30][CH:29]=[CH:28][N:27]=3)=[CH:21][CH:20]=2)=[CH:4][CH:3]=1.[C:33](O)(=O)[CH2:34][CH3:35]. (6) The reactants are: [Br:1][C:2]1[CH:7]=[CH:6][C:5]([C:8]2[C:12]3[CH:13]=[CH:14][C:15]([OH:17])=[CH:16][C:11]=3[S:10][N:9]=2)=[CH:4][CH:3]=1.[F:18][C:19]([F:34])([F:33])[C:20]([C:26]1[CH:31]=[CH:30][C:29]([OH:32])=[CH:28][CH:27]=1)([OH:25])[C:21]([F:24])([F:23])[F:22].C([O-])([O-])=O.[Cs+].[Cs+].[I-].[K+].[CH3:43][C:44]([CH3:46])=O. Given the product [Br:1][C:2]1[CH:3]=[CH:4][C:5]([C:8]2[C:12]3[CH:13]=[CH:14][C:15]([O:17][CH2:43][CH2:44][CH2:46][O:32][C:29]4[CH:30]=[CH:31][C:26]([C:20]([OH:25])([C:21]([F:23])([F:22])[F:24])[C:19]([F:33])([F:34])[F:18])=[CH:27][CH:28]=4)=[CH:16][C:11]=3[S:10][N:9]=2)=[CH:6][CH:7]=1, predict the reactants needed to synthesize it. (7) The reactants are: [CH3:1][CH:2]([CH3:10])[CH:3]([C@H:5]1[CH2:9][CH2:8][NH:7][CH2:6]1)[NH2:4].[Cl:11][C:12]1[C:17]([C:18]#[N:19])=[CH:16][C:15]([F:20])=[C:14](Cl)[N:13]=1.CCN(C(C)C)C(C)C. Given the product [NH2:4][C@H:3]([C@@H:5]1[CH2:9][CH2:8][N:7]([C:14]2[C:15]([F:20])=[CH:16][C:17]([C:18]#[N:19])=[C:12]([Cl:11])[N:13]=2)[CH2:6]1)[CH:2]([CH3:10])[CH3:1], predict the reactants needed to synthesize it. (8) Given the product [Cl:1][C:2]1[N:7]=[C:6]([N:8]2[CH2:9][CH:10]([CH3:15])[NH:11][CH:12]([CH3:14])[CH2:13]2)[N:5]=[C:4]([CH:16]([OH:18])[CH3:17])[N:3]=1, predict the reactants needed to synthesize it. The reactants are: [Cl:1][C:2]1[N:7]=[C:6]([N:8]2[CH2:13][CH:12]([CH3:14])[NH:11][CH:10]([CH3:15])[CH2:9]2)[N:5]=[C:4]([CH:16]([O:18]C)[CH3:17])[N:3]=1.B(Br)(Br)Br.O.